Dataset: Forward reaction prediction with 1.9M reactions from USPTO patents (1976-2016). Task: Predict the product of the given reaction. (1) Given the reactants [F:1][C:2]1[CH:3]=[C:4]([CH:7]=[C:8]([NH:10][CH2:11][C:12]2[CH:17]=[CH:16][C:15]([O:18][CH3:19])=[CH:14][CH:13]=2)[CH:9]=1)[C:5]#[N:6].C(N(CC)CC)C.[F:27][C:28]([F:39])([F:38])[C:29](O[C:29](=[O:30])[C:28]([F:39])([F:38])[F:27])=[O:30], predict the reaction product. The product is: [C:5]([C:4]1[CH:7]=[C:8]([N:10]([CH2:11][C:12]2[CH:17]=[CH:16][C:15]([O:18][CH3:19])=[CH:14][CH:13]=2)[C:29](=[O:30])[C:28]([F:39])([F:38])[F:27])[CH:9]=[C:2]([F:1])[CH:3]=1)#[N:6]. (2) Given the reactants [C:1]1([N:7]2[CH2:12][CH2:11][CH:10]([C:13]([OH:15])=O)[CH2:9][CH2:8]2)[CH:6]=[CH:5][CH:4]=[CH:3][CH:2]=1.BrC1C=CC=CC=1.[NH2:23][C:24]1[C:33]2[C:28](=[CH:29][CH:30]=[CH:31][CH:32]=2)[CH:27]=[CH:26][N:25]=1, predict the reaction product. The product is: [C:24]1([NH:23][C:13]([CH:10]2[CH2:9][CH2:8][N:7]([C:1]3[CH:2]=[CH:3][CH:4]=[CH:5][CH:6]=3)[CH2:12][CH2:11]2)=[O:15])[C:33]2[C:28](=[CH:29][CH:30]=[CH:31][CH:32]=2)[CH:27]=[CH:26][N:25]=1. (3) Given the reactants [C:1]([C:5]1[CH:24]=[CH:23][C:8]([CH2:9][NH:10][CH2:11][CH2:12][C:13]2[CH:18]=[CH:17][CH:16]=[C:15]([C:19]([F:22])([F:21])[F:20])[CH:14]=2)=[CH:7][CH:6]=1)([CH3:4])([CH3:3])[CH3:2].[Cl:25][C:26]1[CH:27]=[C:28]2[C:32](=[C:33]([C:35](O)=[O:36])[CH:34]=1)[NH:31][CH:30]=[CH:29]2.CCN=C=NCCCN(C)C.Cl, predict the reaction product. The product is: [C:1]([C:5]1[CH:24]=[CH:23][C:8]([CH2:9][N:10]([CH2:11][CH2:12][C:13]2[CH:18]=[CH:17][CH:16]=[C:15]([C:19]([F:22])([F:20])[F:21])[CH:14]=2)[C:35]([C:33]2[CH:34]=[C:26]([Cl:25])[CH:27]=[C:28]3[C:32]=2[NH:31][CH:30]=[CH:29]3)=[O:36])=[CH:7][CH:6]=1)([CH3:4])([CH3:2])[CH3:3]. (4) Given the reactants FC(F)(F)S(O[C:7]1[CH2:8][CH2:9][N:10]([C:13]([O:15][C:16]([CH3:19])([CH3:18])[CH3:17])=[O:14])[CH2:11][CH:12]=1)(=O)=O.[B:22]1([B:22]2[O:26][C:25]([CH3:28])([CH3:27])[C:24]([CH3:30])([CH3:29])[O:23]2)[O:26][C:25]([CH3:28])([CH3:27])[C:24]([CH3:30])([CH3:29])[O:23]1.C([O-])(=O)C.[K+].C(Cl)Cl, predict the reaction product. The product is: [CH3:29][C:24]1([CH3:30])[C:25]([CH3:28])([CH3:27])[O:26][B:22]([C:7]2[CH2:8][CH2:9][N:10]([C:13]([O:15][C:16]([CH3:19])([CH3:18])[CH3:17])=[O:14])[CH2:11][CH:12]=2)[O:23]1. (5) Given the reactants FC(F)(F)S(OC1C=CC=CC=1CC1CCC2C(=CC=C(OC)C=2)C1)(=O)=O.COC1C=CC(CCN)=CC=1.C[O:40][C:41]1[CH:46]=[CH:45][C:44]([CH2:47][CH2:48][NH:49][C:50]2[CH:55]=[CH:54][CH:53]=[CH:52][C:51]=2[CH2:56][CH:57]2[CH2:66][CH2:65][C:64]3[C:59](=[CH:60][CH:61]=[C:62]([O:67]C)[CH:63]=3)[CH2:58]2)=[CH:43][CH:42]=1.N, predict the reaction product. The product is: [OH:40][C:41]1[CH:42]=[CH:43][C:44]([CH2:47][CH2:48][NH:49][C:50]2[CH:55]=[CH:54][CH:53]=[CH:52][C:51]=2[CH2:56][CH:57]2[CH2:66][CH2:65][C:64]3[CH:63]=[C:62]([OH:67])[CH:61]=[CH:60][C:59]=3[CH2:58]2)=[CH:45][CH:46]=1. (6) Given the reactants [CH2:1]([O:3][C:4]1[C:5]([F:11])=[C:6]([OH:10])[CH:7]=[CH:8][CH:9]=1)[CH3:2].[CH2:12]([O:14][C:15](=[O:19])[C:16]#[C:17][CH3:18])[CH3:13].N12CCCN=C1CCCCC2, predict the reaction product. The product is: [CH2:12]([O:14][C:15](=[O:19])/[CH:16]=[C:17](/[O:10][C:6]1[CH:7]=[CH:8][CH:9]=[C:4]([O:3][CH2:1][CH3:2])[C:5]=1[F:11])\[CH3:18])[CH3:13]. (7) Given the reactants OC1C(=O)NN=C(CCC2C=CC=CC=2)C=1.C([O:24][C:25]1[N:26]=[N:27][C:28]([C:39]#[C:40][C:41]2[CH:46]=[CH:45][CH:44]=[CH:43][C:42]=2[Cl:47])=[CH:29][C:30]=1[O:31]CC1C=CC=CC=1)C1C=CC=CC=1, predict the reaction product. The product is: [Cl:47][C:42]1[CH:43]=[CH:44][CH:45]=[CH:46][C:41]=1[CH2:40][CH2:39][C:28]1[CH:29]=[C:30]([OH:31])[C:25](=[O:24])[NH:26][N:27]=1. (8) Given the reactants Cl[C:2]1[C:11]2[C:6](=[CH:7][C:8]([O:13][CH3:14])=[C:9]([F:12])[CH:10]=2)[CH:5]=[C:4]([O:15][CH3:16])[N:3]=1.[F-:17].[Cs+].CS(C)=O, predict the reaction product. The product is: [F:17][C:2]1[C:11]2[C:6](=[CH:7][C:8]([O:13][CH3:14])=[C:9]([F:12])[CH:10]=2)[CH:5]=[C:4]([O:15][CH3:16])[N:3]=1. (9) Given the reactants [C:1]1(=[O:7])O[C:4](=O)[CH2:3][CH2:2]1.N[C:9]1N=C[CH:12]=[CH:11][N:10]=1.CC(C)=[O:17], predict the reaction product. The product is: [CH3:12][C:11]1[N:10]([CH3:9])[CH:4]=[CH:3][C:2](=[O:17])[C:1]=1[OH:7]. (10) Given the reactants CO[C:3]([CH:5]1[O:9][C:8](=[O:10])[N:7]([C:11]2[CH:16]=[C:15]([F:17])[C:14]([N:18]3[CH2:24][CH2:23][CH2:22][S:21](=[O:26])(=[O:25])[CH2:20][CH2:19]3)=[C:13]([F:27])[CH:12]=2)[CH2:6]1)=[O:4].Cl.[O:29]([NH2:31])[CH3:30].C(N(CC)CC)C, predict the reaction product. The product is: [CH3:30][O:29][NH:31][C:3]([CH:5]1[O:9][C:8](=[O:10])[N:7]([C:11]2[CH:16]=[C:15]([F:17])[C:14]([N:18]3[CH2:24][CH2:23][CH2:22][S:21](=[O:25])(=[O:26])[CH2:20][CH2:19]3)=[C:13]([F:27])[CH:12]=2)[CH2:6]1)=[O:4].